From a dataset of Full USPTO retrosynthesis dataset with 1.9M reactions from patents (1976-2016). Predict the reactants needed to synthesize the given product. (1) The reactants are: [C:1]([C:3]1[CH:8]=[CH:7][C:6]([N:9]2[C:13]([CH3:14])=[C:12]([CH2:15][C:16]3[CH:24]=[CH:23][C:19]([C:20]([OH:22])=O)=[CH:18][CH:17]=3)[C:11]([CH3:25])=[N:10]2)=[CH:5][C:4]=1[C:26]([F:29])([F:28])[F:27])#[N:2].Cl.CN(C)CCCN=C=NCC.ON1C2C=CC=CC=2N=N1.[NH:52]1[CH2:57][CH2:56][O:55][CH2:54][CH2:53]1.Cl. Given the product [CH3:25][C:11]1[C:12]([CH2:15][C:16]2[CH:24]=[CH:23][C:19]([C:20]([N:52]3[CH2:57][CH2:56][O:55][CH2:54][CH2:53]3)=[O:22])=[CH:18][CH:17]=2)=[C:13]([CH3:14])[N:9]([C:6]2[CH:7]=[CH:8][C:3]([C:1]#[N:2])=[C:4]([C:26]([F:29])([F:28])[F:27])[CH:5]=2)[N:10]=1, predict the reactants needed to synthesize it. (2) Given the product [CH:13]1([C:19]([NH:1][C@H:2]([C:10]([OH:12])=[O:11])[CH2:3][CH2:4][CH2:5][NH:6][C:7](=[NH:8])[NH2:9])=[O:20])[CH2:18][CH2:17][CH2:16][CH2:15][CH2:14]1, predict the reactants needed to synthesize it. The reactants are: [NH2:1][C@H:2]([C:10]([OH:12])=[O:11])[CH2:3][CH2:4][CH2:5][NH:6][C:7](=[NH:9])[NH2:8].[CH:13]1([C:19](Cl)=[O:20])[CH2:18][CH2:17][CH2:16][CH2:15][CH2:14]1.Cl.